From a dataset of Reaction yield outcomes from USPTO patents with 853,638 reactions. Predict the reaction yield, written as a fraction of the theoretical maximum amount of product (1.0 means a 100% yield; for example, 0.34 means a 34% yield). (1) The reactants are [Cl:1][C:2]1[CH:3]=[C:4]2[CH:10]=[CH:9][NH:8][C:5]2=[CH:6][N:7]=1.C(=O)([O-])[O-].[Cs+].[Cs+].[CH:17]1(Br)[CH2:20][CH2:19][CH2:18]1.[CH3:22][N:23](C=O)C. The catalyst is O. The product is [Cl:1][C:2]1[CH:3]=[C:4]2[C:10]([C:22]#[N:23])=[CH:9][N:8]([CH:17]3[CH2:20][CH2:19][CH2:18]3)[C:5]2=[CH:6][N:7]=1. The yield is 0.950. (2) The reactants are [H-].[Na+].[CH:3]1([CH2:6][OH:7])[CH2:5][CH2:4]1.[NH2:8][C:9]1[N:10]=[C:11](Cl)[C:12]([C:15]#[N:16])=[N:13][CH:14]=1.Cl. The catalyst is O1CCOCC1. The product is [NH2:8][C:9]1[N:10]=[C:11]([O:7][CH2:6][CH:3]2[CH2:5][CH2:4]2)[C:12]([C:15]#[N:16])=[N:13][CH:14]=1. The yield is 0.830. (3) The reactants are [NH2:1][C:2]1[CH:10]=[C:9]([O:11][CH3:12])[CH:8]=[C:7]([O:13][CH3:14])[C:3]=1[C:4]([NH2:6])=[O:5].[CH2:15]([N:17]1[CH2:22][CH2:21][N:20]([CH2:23][C:24]2[CH:31]=[CH:30][C:27]([CH:28]=O)=[CH:26][CH:25]=2)[CH2:19][CH2:18]1)[CH3:16].OS([O-])=O.[Na+].CC1C=CC(S(O)(=O)=O)=CC=1.C([O-])(O)=O.[Na+]. The catalyst is CN(C)C(=O)C.O. The product is [CH2:15]([N:17]1[CH2:18][CH2:19][N:20]([CH2:23][C:24]2[CH:25]=[CH:26][C:27]([C:28]3[NH:6][C:4](=[O:5])[C:3]4[C:2](=[CH:10][C:9]([O:11][CH3:12])=[CH:8][C:7]=4[O:13][CH3:14])[N:1]=3)=[CH:30][CH:31]=2)[CH2:21][CH2:22]1)[CH3:16]. The yield is 0.270. (4) The reactants are [O:1]1[C:5]2([CH2:10][CH2:9][C:8](=O)[CH2:7][CH2:6]2)[O:4][CH2:3][CH2:2]1.[C:12]1([C@@H:18]([NH2:20])[CH3:19])[CH:17]=[CH:16][CH:15]=[CH:14][CH:13]=1.C(O[BH-](OC(=O)C)OC(=O)C)(=O)C.[Na+]. The catalyst is ClC(Cl)C. The product is [C:12]1([C@@H:18]([NH:20][CH:8]2[CH2:9][CH2:10][C:5]3([O:4][CH2:3][CH2:2][O:1]3)[CH2:6][CH2:7]2)[CH3:19])[CH:17]=[CH:16][CH:15]=[CH:14][CH:13]=1. The yield is 0.670. (5) The reactants are [CH2:1]([N:6]1[C:14]2[N:13]=[CH:12][NH:11][C:10]=2[C:9](=[O:15])[N:8]2[N:16]=[CH:17][N:18]=[C:7]12)[CH2:2][CH2:3][CH2:4][CH3:5].[Br:19]N1C(=O)CCC1=O. The catalyst is O1CCCC1. The product is [Br:19][C:12]1[NH:11][C:10]2[C:9](=[O:15])[N:8]3[N:16]=[CH:17][N:18]=[C:7]3[N:6]([CH2:1][CH2:2][CH2:3][CH2:4][CH3:5])[C:14]=2[N:13]=1. The yield is 0.124. (6) The reactants are [NH2:1][C:2]1[C:11]2[C:6](=[C:7](Br)[CH:8]=[CH:9][CH:10]=2)[N:5]=[N:4][C:3]=1[C:13]([NH:15][CH2:16][CH2:17][CH3:18])=[O:14].CC1(C)C(C)(C)OB([C:27]2[CH:28]=[C:29]3[C:34](=[CH:35][CH:36]=2)[N:33]=[CH:32][CH:31]=[CH:30]3)O1. No catalyst specified. The product is [NH2:1][C:2]1[C:11]2[C:6](=[C:7]([C:27]3[CH:28]=[C:29]4[C:34](=[CH:35][CH:36]=3)[N:33]=[CH:32][CH:31]=[CH:30]4)[CH:8]=[CH:9][CH:10]=2)[N:5]=[N:4][C:3]=1[C:13]([NH:15][CH2:16][CH2:17][CH3:18])=[O:14]. The yield is 0.919. (7) The reactants are FC(F)(F)C(O)=[O:4].[Cl:8][C:9]1[CH:14]=[CH:13][C:12]([C:15]#[C:16][CH2:17][NH:18]C(=O)OC(C)(C)C)=[C:11]([C:26](=O)[C:27]2[C:32]([O:33][CH3:34])=[CH:31][CH:30]=[CH:29][C:28]=2[F:35])[CH:10]=1.C(N(CC)C(C)C)(C)C.CO[CH:48](OC)[N:49]([CH3:51])[CH3:50]. The catalyst is ClCCl.O. The product is [Cl:8][C:9]1[CH:14]=[CH:13][C:12]2[C:15](=[O:4])[C:16](=[CH:48][N:49]([CH3:50])[CH3:51])[CH2:17][N:18]=[C:26]([C:27]3[C:32]([O:33][CH3:34])=[CH:31][CH:30]=[CH:29][C:28]=3[F:35])[C:11]=2[CH:10]=1. The yield is 0.830. (8) The reactants are N.C([O:5][C:6]1[CH:43]=[CH:42][CH:41]=[CH:40][C:7]=1[C:8]([O:10][CH2:11][CH2:12][NH:13][C:14](=[O:39])[CH:15]([O:18][CH2:19][CH2:20][CH2:21][CH2:22]/[CH:23]=[CH:24]\[CH2:25]/[CH:26]=[CH:27]\[CH2:28]/[CH:29]=[CH:30]\[CH2:31]/[CH:32]=[CH:33]\[CH2:34]/[CH:35]=[CH:36]\[CH2:37][CH3:38])[CH2:16][CH3:17])=[O:9])(=O)C. The catalyst is CC(O)C.O. The product is [OH:5][C:6]1[CH:43]=[CH:42][CH:41]=[CH:40][C:7]=1[C:8]([O:10][CH2:11][CH2:12][NH:13][C:14](=[O:39])[CH:15]([O:18][CH2:19][CH2:20][CH2:21][CH2:22]/[CH:23]=[CH:24]\[CH2:25]/[CH:26]=[CH:27]\[CH2:28]/[CH:29]=[CH:30]\[CH2:31]/[CH:32]=[CH:33]\[CH2:34]/[CH:35]=[CH:36]\[CH2:37][CH3:38])[CH2:16][CH3:17])=[O:9]. The yield is 0.180. (9) The reactants are [Cl:1][C:2]1[CH:7]=[CH:6][C:5]([CH2:8][C:9]([OH:11])=[O:10])=[CH:4][CH:3]=1.[CH3:12]O. The catalyst is OS(O)(=O)=O. The product is [Cl:1][C:2]1[CH:3]=[CH:4][C:5]([CH2:8][C:9]([O:11][CH3:12])=[O:10])=[CH:6][CH:7]=1. The yield is 0.920.